This data is from Forward reaction prediction with 1.9M reactions from USPTO patents (1976-2016). The task is: Predict the product of the given reaction. Given the reactants [NH2:1][C:2]1[C:3]([C:9]([NH2:11])=[O:10])=[N:4][CH:5]=[C:6]([Cl:8])[CH:7]=1.[CH:12](OCC)(OCC)OCC, predict the reaction product. The product is: [Cl:8][C:6]1[CH:5]=[N:4][C:3]2[C:9](=[O:10])[N:11]=[CH:12][NH:1][C:2]=2[CH:7]=1.